Dataset: CYP1A2 inhibition data for predicting drug metabolism from PubChem BioAssay. Task: Regression/Classification. Given a drug SMILES string, predict its absorption, distribution, metabolism, or excretion properties. Task type varies by dataset: regression for continuous measurements (e.g., permeability, clearance, half-life) or binary classification for categorical outcomes (e.g., BBB penetration, CYP inhibition). Dataset: cyp1a2_veith. The compound is COc1ccc(C(=O)N2CCC3(CCCN(C(=O)Nc4cccc(F)c4)C3)CC2)cc1. The result is 1 (inhibitor).